From a dataset of Full USPTO retrosynthesis dataset with 1.9M reactions from patents (1976-2016). Predict the reactants needed to synthesize the given product. (1) Given the product [CH3:1][NH:4][CH2:5][C:6]1[O:10][N:9]=[C:8]([C:11]2[CH:16]=[CH:15][C:14]([CH3:17])=[CH:13][CH:12]=2)[N:7]=1, predict the reactants needed to synthesize it. The reactants are: [CH:1]([NH:4][CH2:5][C:6]1[O:10][N:9]=[C:8]([C:11]2[CH:16]=[CH:15][C:14]([CH3:17])=[CH:13][CH:12]=2)[N:7]=1)(C)C.ClCC(O/N=C(\N)/C1C=CC(C)=CC=1)=O.CN.C(=O)([O-])[O-].[K+].[K+]. (2) Given the product [CH3:25][O:24][CH2:23][CH2:22][O:21][C:19]1[CH:18]=[CH:17][N:16]2[C:12]([C:9]3[CH:8]=[CH:7][C:6]4[C:11](=[C:2]([NH:26][C@H:27]5[CH2:31][CH2:30][N:29]([C:32]([O:34][C:35]([CH3:38])([CH3:37])[CH3:36])=[O:33])[CH2:28]5)[CH:3]=[CH:4][CH:5]=4)[N:10]=3)=[CH:13][N:14]=[C:15]2[CH:20]=1, predict the reactants needed to synthesize it. The reactants are: Br[C:2]1[CH:3]=[CH:4][CH:5]=[C:6]2[C:11]=1[N:10]=[C:9]([C:12]1[N:16]3[CH:17]=[CH:18][C:19]([O:21][CH2:22][CH2:23][O:24][CH3:25])=[CH:20][C:15]3=[N:14][CH:13]=1)[CH:8]=[CH:7]2.[NH2:26][C@@H:27]1[CH2:31][CH2:30][N:29]([C:32]([O:34][C:35]([CH3:38])([CH3:37])[CH3:36])=[O:33])[CH2:28]1.C([O-])([O-])=O.[Cs+].[Cs+].C1C=CC(P(C2C(C3C(P(C4C=CC=CC=4)C4C=CC=CC=4)=CC=C4C=3C=CC=C4)=C3C(C=CC=C3)=CC=2)C2C=CC=CC=2)=CC=1. (3) Given the product [F:22][C:23]1[CH:24]=[C:25]([CH:26]=[CH:27][CH:28]=1)[O:29][C:2]1[N:6]=[C:5]([CH:7]2[CH2:12][CH2:11][CH2:10][N:9]([C:13]([C:15]3[CH:20]=[CH:19][C:18]([F:21])=[CH:17][CH:16]=3)=[O:14])[CH2:8]2)[O:4][N:3]=1, predict the reactants needed to synthesize it. The reactants are: Br[C:2]1[N:6]=[C:5]([CH:7]2[CH2:12][CH2:11][CH2:10][N:9]([C:13]([C:15]3[CH:20]=[CH:19][C:18]([F:21])=[CH:17][CH:16]=3)=[O:14])[CH2:8]2)[O:4][N:3]=1.[F:22][C:23]1[CH:24]=[C:25]([OH:29])[CH:26]=[CH:27][CH:28]=1.C([O-])([O-])=O.[Cs+].[Cs+].